Dataset: Experimentally validated miRNA-target interactions with 360,000+ pairs, plus equal number of negative samples. Task: Binary Classification. Given a miRNA mature sequence and a target amino acid sequence, predict their likelihood of interaction. The miRNA is hsa-miR-1289 with sequence UGGAGUCCAGGAAUCUGCAUUUU. The protein sequence of the target gene is MELPFVTHLFLPLVFLTGLCSPFNLDEHHPRLFPGPPEAEFGYSVLQHVGGGQRWMLVGAPWDGPSGDRRGDVYRCPVGGAHNAPCAKGHLGDYQLGNSSHPAVNMHLGMSLLETDGDGGFMACAPLWSRACGSSVFSSGICARVDASFQPQGSLAPTAQRCPTYMDVVIVLDGSNSIYPWSEVQTFLRRLVGKLFIDPEQIQVGLVQYGESPVHEWSLGDFRTKEEVVRAAKNLSRREGRETKTAQAIMVACTEGFSQSHGGRPEAARLLVVVTDGESHDGEELPAALKACEAGRVTRY.... Result: 0 (no interaction).